Predict the reactants needed to synthesize the given product. From a dataset of Full USPTO retrosynthesis dataset with 1.9M reactions from patents (1976-2016). (1) Given the product [OH:1][C:2]1[C:3]([CH3:26])=[C:4]2[C:9](=[C:10]([CH3:13])[C:11]=1[CH3:12])[O:8][C:7]([CH3:25])([C:14]([N:16]1[CH2:20][CH2:19][CH2:18][C@H:17]1[C:21]([OH:23])=[O:22])=[O:15])[CH2:6][CH2:5]2, predict the reactants needed to synthesize it. The reactants are: [OH:1][C:2]1[C:3]([CH3:26])=[C:4]2[C:9](=[C:10]([CH3:13])[C:11]=1[CH3:12])[O:8][C:7]([CH3:25])([C:14]([N:16]1[CH2:20][CH2:19][CH2:18][C@H:17]1[C:21]([O:23]C)=[O:22])=[O:15])[CH2:6][CH2:5]2.O[Li].O. (2) Given the product [C:15]([O:19][C:20](=[O:22])[CH2:21][C:24]1[CH:29]=[N:28][C:27]([N:30]2[CH2:35][CH2:34][N:33]([C:36]3[CH:41]=[C:40]([C:42]4[CH:43]=[CH:44][C:45]([F:48])=[CH:46][CH:47]=4)[N:39]=[C:38]([N:49]4[CH2:53][CH2:52][CH2:51][C@H:50]4[CH3:54])[N:37]=3)[C@H:32]([CH3:55])[CH2:31]2)=[C:26]([CH3:56])[CH:25]=1)([CH3:18])([CH3:17])[CH3:16], predict the reactants needed to synthesize it. The reactants are: C1([N-]C2CCCCC2)CCCCC1.[Li+].[C:15]([O:19][C:20](=[O:22])[CH3:21])([CH3:18])([CH3:17])[CH3:16].Br[C:24]1[CH:25]=[C:26]([CH3:56])[C:27]([N:30]2[CH2:35][CH2:34][N:33]([C:36]3[CH:41]=[C:40]([C:42]4[CH:47]=[CH:46][C:45]([F:48])=[CH:44][CH:43]=4)[N:39]=[C:38]([N:49]4[CH2:53][CH2:52][CH2:51][C@H:50]4[CH3:54])[N:37]=3)[C@H:32]([CH3:55])[CH2:31]2)=[N:28][CH:29]=1.CC(P(C(C)(C)C)C(C)(C)C)(C)C. (3) Given the product [C:1]([OH:6])(=[O:5])[CH:2]=[CH2:3].[NH2:69][C:70]([O:72][CH2:73][CH3:74])=[O:71], predict the reactants needed to synthesize it. The reactants are: [C:1]([O:6]CCO)(=[O:5])[C:2](C)=[CH2:3].CC1C=C(O)C=CC=1O.CC1C(N=C=O)=CC=CC=1N=C=O.C([O-])(=O)CCCCCCCCCCC.C([O-])(=O)CCCCCCCCCCC.C([Sn+2]CCCC)CCC.[NH2:69][C:70]([O:72][CH2:73][CH3:74])=[O:71]. (4) Given the product [F:1][C:2]1[CH:7]=[C:6]([F:8])[CH:5]=[CH:4][C:3]=1[C:9]1[N:10]2[C:15]([CH:16]=[CH:17][CH:18]=1)=[C:14]([C:19]1[CH:20]=[C:21]([CH:24]=[CH:25][C:26]=1[F:27])[C:22]([NH2:23])=[O:29])[C:13](=[O:28])[CH:12]=[CH:11]2, predict the reactants needed to synthesize it. The reactants are: [F:1][C:2]1[CH:7]=[C:6]([F:8])[CH:5]=[CH:4][C:3]=1[C:9]1[N:10]2[C:15]([CH:16]=[CH:17][CH:18]=1)=[C:14]([C:19]1[CH:20]=[C:21]([CH:24]=[CH:25][C:26]=1[F:27])[C:22]#[N:23])[C:13](=[O:28])[CH:12]=[CH:11]2.[O:29]1CCOCC1. (5) Given the product [N:50]1([C:47]2[CH:48]=[CH:49][C:44]([NH:43][C:6]([N:8]3[CH2:9][CH2:10][CH:11]([C:14]4[C:23]5[C:18](=[CH:19][C:20]([N:25]6[CH2:30][CH2:29][O:28][CH2:27][CH2:26]6)=[C:21]([F:24])[CH:22]=5)[N:17]=[CH:16][N:15]=4)[CH2:12][CH2:13]3)=[O:7])=[CH:45][CH:46]=2)[CH2:51][CH2:52][CH2:53][CH2:54]1, predict the reactants needed to synthesize it. The reactants are: C(O[C:6]([N:8]1[CH2:13][CH2:12][CH:11]([C:14]2[C:23]3[C:18](=[CH:19][C:20]([N:25]4[CH2:30][CH2:29][O:28][CH2:27][CH2:26]4)=[C:21]([F:24])[CH:22]=3)[N:17]=[CH:16][N:15]=2)[CH2:10][CH2:9]1)=[O:7])(C)(C)C.Cl.[N+](C1C=CC(OC(=O)[NH:43][C:44]2[CH:49]=[CH:48][C:47]([N:50]3[CH2:54][CH2:53][CH2:52][CH2:51]3)=[CH:46][CH:45]=2)=CC=1)([O-])=O. (6) The reactants are: [Cl:1][C:2]1[CH:7]=[CH:6][C:5]([C@@H:8]([OH:13])[C:9]([F:12])([F:11])[F:10])=[C:4]([N:14]2[CH:18]=[CH:17][C:16]([CH3:19])=[N:15]2)[CH:3]=1.[Cl:20][C:21]1[CH:26]=[C:25](Cl)[N:24]=[C:23]([NH2:28])[N:22]=1.C([O-])([O-])=O.[Cs+].[Cs+]. Given the product [Cl:20][C:21]1[CH:26]=[C:25]([O:13][C@H:8]([C:5]2[CH:6]=[CH:7][C:2]([Cl:1])=[CH:3][C:4]=2[N:14]2[CH:18]=[CH:17][C:16]([CH3:19])=[N:15]2)[C:9]([F:12])([F:11])[F:10])[N:24]=[C:23]([NH2:28])[N:22]=1, predict the reactants needed to synthesize it. (7) Given the product [CH3:34][O:35][C:36](=[O:52])[C:37]1[CH:42]=[CH:41][C:40]([S:43][C:44]2[CH:49]=[CH:48][C:47]([CH2:50][N:22]3[CH2:23][CH2:24][CH:19]([N:8]4[C@H:7]([C:1]5[CH:2]=[CH:3][CH:4]=[CH:5][CH:6]=5)[CH2:11][N:10]([CH:12]5[CH2:13][CH2:14][O:15][CH2:16][CH2:17]5)[C:9]4=[O:18])[CH2:20][CH2:21]3)=[CH:46][N:45]=2)=[CH:39][CH:38]=1, predict the reactants needed to synthesize it. The reactants are: [C:1]1([C@@H:7]2[CH2:11][N:10]([CH:12]3[CH2:17][CH2:16][O:15][CH2:14][CH2:13]3)[C:9](=[O:18])[N:8]2[CH:19]2[CH2:24][CH2:23][NH:22][CH2:21][CH2:20]2)[CH:6]=[CH:5][CH:4]=[CH:3][CH:2]=1.CCN(C(C)C)C(C)C.[CH3:34][O:35][C:36](=[O:52])[C:37]1[CH:42]=[CH:41][C:40]([S:43][C:44]2[CH:49]=[CH:48][C:47]([CH2:50]Br)=[CH:46][N:45]=2)=[CH:39][CH:38]=1.